From a dataset of Forward reaction prediction with 1.9M reactions from USPTO patents (1976-2016). Predict the product of the given reaction. Given the reactants Cl[C:2]1[CH:9]=[C:8]([C:10]([F:13])([F:12])[F:11])[CH:7]=[C:6]([O:14][CH3:15])[C:3]=1[CH:4]=[O:5].CC1(C)C(C)(C)OB([C:24]2[CH:25]=[CH:26][C:27]([C:30]([NH:32][CH2:33][CH2:34][C:35]([O:37][CH2:38][CH3:39])=[O:36])=[O:31])=[N:28][CH:29]=2)O1.COC1C=CC=C(OC)C=1C1C=CC=CC=1P(C1CCCCC1)C1CCCCC1.[O-]P([O-])([O-])=O.[K+].[K+].[K+], predict the reaction product. The product is: [CH:4]([C:3]1[C:6]([O:14][CH3:15])=[CH:7][C:8]([C:10]([F:13])([F:12])[F:11])=[CH:9][C:2]=1[C:24]1[CH:25]=[CH:26][C:27]([C:30]([NH:32][CH2:33][CH2:34][C:35]([O:37][CH2:38][CH3:39])=[O:36])=[O:31])=[N:28][CH:29]=1)=[O:5].